Task: Binary Classification. Given a T-cell receptor sequence (or CDR3 region) and an epitope sequence, predict whether binding occurs between them.. Dataset: TCR-epitope binding with 47,182 pairs between 192 epitopes and 23,139 TCRs (1) The epitope is SLVKPSFYV. The TCR CDR3 sequence is CASSLGQGASQPQHF. Result: 0 (the TCR does not bind to the epitope). (2) The epitope is FSKQLQQSM. The TCR CDR3 sequence is CASSLGGGTRFEQYF. Result: 0 (the TCR does not bind to the epitope). (3) Result: 0 (the TCR does not bind to the epitope). The TCR CDR3 sequence is CASSFTTDTQYF. The epitope is GTITVEELK.